Dataset: Peptide-MHC class II binding affinity with 134,281 pairs from IEDB. Task: Regression. Given a peptide amino acid sequence and an MHC pseudo amino acid sequence, predict their binding affinity value. This is MHC class II binding data. The MHC is HLA-DQA10401-DQB10402 with pseudo-sequence HLA-DQA10401-DQB10402. The binding affinity (normalized) is 0.219. The peptide sequence is SKGGMRNVFDEVIPT.